From a dataset of Forward reaction prediction with 1.9M reactions from USPTO patents (1976-2016). Predict the product of the given reaction. (1) The product is: [NH2:12][S:9]([C:4]1[CH:5]=[CH:6][C:7]([C:13]([OH:14])=[O:16])=[C:2]([F:1])[CH:3]=1)(=[O:11])=[O:10]. Given the reactants [F:1][C:2]1[CH:3]=[C:4]([S:9]([NH2:12])(=[O:11])=[O:10])[CH:5]=[CH:6][C:7]=1C.[C:13](=[O:16])([O-])[O-:14].[Na+].[Na+].[Mn]([O-])(=O)(=O)=O.[K+].C(O)=O, predict the reaction product. (2) The product is: [C:12]1([C:9]2[S:10][CH:11]=[C:7]([CH:5]=[O:6])[N:8]=2)[CH:13]=[CH:14][CH:15]=[CH:16][CH:17]=1. Given the reactants COCN[C:5]([C:7]1[N:8]=[C:9]([C:12]2[CH:17]=[CH:16][CH:15]=[CH:14][CH:13]=2)[S:10][CH:11]=1)=[O:6].[H-].[H-].[H-].[H-].[Li+].[Al+3], predict the reaction product.